Predict hERG channel inhibition at various concentrations. From a dataset of hERG Central: cardiac toxicity at 1µM, 10µM, and general inhibition. (1) The drug is O=C(NCc1ccco1)c1cc(-c2cccnc2)nc2ccccc12. Results: hERG_inhib (hERG inhibition (general)): blocker. (2) The compound is Cc1ccc(S(=O)(=O)N(CC(=O)Nc2cccnc2)c2cccc([N+](=O)[O-])c2)cc1. Results: hERG_inhib (hERG inhibition (general)): blocker. (3) The drug is Br.CC(C)(C)c1ccc(C2=CSC3=NCCN23)cc1. Results: hERG_inhib (hERG inhibition (general)): blocker. (4) The drug is O=[N+]([O-])c1ccc(Sc2ncc3ccccn23)nc1. Results: hERG_inhib (hERG inhibition (general)): blocker. (5) The compound is O=C(CCc1ccccc1)Nc1ccnn1C1CCN(C/C=C/c2ccccc2)CC1. Results: hERG_inhib (hERG inhibition (general)): blocker.